Task: Predict the reactants needed to synthesize the given product.. Dataset: Full USPTO retrosynthesis dataset with 1.9M reactions from patents (1976-2016) (1) The reactants are: C(OC(N1CCN([CH2:14][CH2:15][NH:16][C@:17]23[CH2:51][CH2:50][C@@H:49]([C:52]([CH3:54])=[CH2:53])[C@@H:18]2[C@@H:19]2[C@@:32]([CH3:35])([CH2:33][CH2:34]3)[C@@:31]3([CH3:36])[C@@H:22]([C@:23]4([CH3:48])[C@@H:28]([CH2:29][CH2:30]3)[C:27]([CH3:38])([CH3:37])[C:26]([C:39]3[CH:47]=[CH:46][C:42]([C:43]([OH:45])=[O:44])=[CH:41][CH:40]=3)=[CH:25][CH2:24]4)[CH2:21][CH2:20]2)CC1)=O)(C)(C)C.[CH2:55]([S:57]([N:60]1[CH2:65][CH2:64][NH:63][CH2:62][CH2:61]1)(=[O:59])=[O:58])[CH3:56]. Given the product [CH2:55]([S:57]([N:60]1[CH2:61][CH2:62][N:63]([CH2:14][CH2:15][NH:16][C@:17]23[CH2:51][CH2:50][C@@H:49]([C:52]([CH3:54])=[CH2:53])[C@@H:18]2[C@@H:19]2[C@@:32]([CH3:35])([CH2:33][CH2:34]3)[C@@:31]3([CH3:36])[C@@H:22]([C@:23]4([CH3:48])[C@@H:28]([CH2:29][CH2:30]3)[C:27]([CH3:37])([CH3:38])[C:26]([C:39]3[CH:47]=[CH:46][C:42]([C:43]([OH:45])=[O:44])=[CH:41][CH:40]=3)=[CH:25][CH2:24]4)[CH2:21][CH2:20]2)[CH2:64][CH2:65]1)(=[O:59])=[O:58])[CH3:56], predict the reactants needed to synthesize it. (2) Given the product [C:1]([O:5][C:6](=[O:34])[NH:7][C:8]1([C:12]2[CH:17]=[CH:16][C:15]([C:18]3[N:19]=[C:20]4[CH:25]=[CH:24][C:23]([CH:41]=[CH2:42])=[CH:22][N:21]4[C:27]=3[C:28]3[CH:33]=[CH:32][CH:31]=[CH:30][CH:29]=3)=[CH:14][CH:13]=2)[CH2:11][CH2:10][CH2:9]1)([CH3:4])([CH3:3])[CH3:2], predict the reactants needed to synthesize it. The reactants are: [C:1]([O:5][C:6](=[O:34])[NH:7][C:8]1([C:12]2[CH:17]=[CH:16][C:15]([C:18]3[N:19]=[C:20]4[CH:25]=[CH:24][C:23](Br)=[CH:22][N:21]4[C:27]=3[C:28]3[CH:33]=[CH:32][CH:31]=[CH:30][CH:29]=3)=[CH:14][CH:13]=2)[CH2:11][CH2:10][CH2:9]1)([CH3:4])([CH3:3])[CH3:2].C(=O)([O-])[O-].[K+].[K+].[CH2:41](C([SnH3])=C(CCCC)CCCC)[CH2:42]CC.